From a dataset of Reaction yield outcomes from USPTO patents with 853,638 reactions. Predict the reaction yield, written as a fraction of the theoretical maximum amount of product (1.0 means a 100% yield; for example, 0.34 means a 34% yield). (1) The reactants are [NH2:1][C:2]1[N:7]=[CH:6][N:5]=[C:4]2[N:8]([CH:24]3[CH2:29][CH2:28][CH2:27][N:26]([C:30](=[O:34])[CH2:31][C:32]#[N:33])[CH2:25]3)[N:9]=[C:10]([C:11]3[CH:16]=[CH:15][C:14]([O:17][C:18]4[CH:23]=[CH:22][CH:21]=[CH:20][CH:19]=4)=[CH:13][CH:12]=3)[C:3]=12.N1[CH2:40][CH2:39][CH2:38][CH2:37]C1.C1(C=O)CC1. The catalyst is CO. The product is [NH2:1][C:2]1[N:7]=[CH:6][N:5]=[C:4]2[N:8]([CH:24]3[CH2:29][CH2:28][CH2:27][N:26]([C:30]([C:31](=[CH:37][CH:38]4[CH2:40][CH2:39]4)[C:32]#[N:33])=[O:34])[CH2:25]3)[N:9]=[C:10]([C:11]3[CH:12]=[CH:13][C:14]([O:17][C:18]4[CH:19]=[CH:20][CH:21]=[CH:22][CH:23]=4)=[CH:15][CH:16]=3)[C:3]=12. The yield is 0.640. (2) The reactants are [S:1]1[CH:5]=[CH:4][CH:3]=[C:2]1[CH2:6][CH2:7][NH2:8].[CH:9]1([C:15](Cl)=[O:16])[CH2:14][CH2:13][CH2:12][CH2:11][CH2:10]1.C(O)C(N)(CO)CO. The catalyst is C(Cl)Cl. The product is [S:1]1[CH:5]=[CH:4][CH:3]=[C:2]1[CH2:6][CH2:7][NH:8][C:15]([CH:9]1[CH2:14][CH2:13][CH2:12][CH2:11][CH2:10]1)=[O:16]. The yield is 0.760.